Predict the reactants needed to synthesize the given product. From a dataset of Full USPTO retrosynthesis dataset with 1.9M reactions from patents (1976-2016). (1) Given the product [CH:4]([CH:6]1[C:10]2([CH2:11][CH2:12][N:13]([C:16]([O:18][C:19]([CH3:20])([CH3:22])[CH3:21])=[O:17])[CH2:14][CH2:15]2)[CH2:9][CH2:8][C:7]1=[O:23])=[O:1], predict the reactants needed to synthesize it. The reactants are: [O:1]=[O+][O-].[CH:4]([CH:6]1[C:10]2([CH2:15][CH2:14][N:13]([C:16]([O:18][C:19]([CH3:22])([CH3:21])[CH3:20])=[O:17])[CH2:12][CH2:11]2)[CH2:9][CH2:8][C:7]1=[O:23])=C. (2) Given the product [Cl:3][C:4]1[N:9]=[C:8]([C:10]([OH:12])=[O:11])[C:7]([CH3:14])=[CH:6][CH:5]=1, predict the reactants needed to synthesize it. The reactants are: [OH-].[Na+].[Cl:3][C:4]1[N:9]=[C:8]([C:10]([O:12]C)=[O:11])[C:7]([CH3:14])=[CH:6][CH:5]=1.C(O)(=O)CC(CC(O)=O)(C(O)=O)O. (3) Given the product [Cl:1][C:2]1[C:3]([S:24]([NH2:27])(=[O:26])=[O:25])=[N:4][CH:5]=[C:6]([C:9]([N:11]2[CH2:16][CH2:15][CH:14]([C:17]3[CH:22]=[CH:21][C:20]([F:23])=[CH:19][CH:18]=3)[CH2:13][CH2:12]2)=[O:10])[C:7]=1[S:35][C:31]1[CH:30]=[C:29]([CH3:28])[CH:34]=[CH:33][CH:32]=1, predict the reactants needed to synthesize it. The reactants are: [Cl:1][C:2]1[C:3]([S:24]([NH2:27])(=[O:26])=[O:25])=[N:4][CH:5]=[C:6]([C:9]([N:11]2[CH2:16][CH2:15][CH:14]([C:17]3[CH:22]=[CH:21][C:20]([F:23])=[CH:19][CH:18]=3)[CH2:13][CH2:12]2)=[O:10])[C:7]=1Cl.[CH3:28][C:29]1[CH:30]=[C:31]([SH:35])[CH:32]=[CH:33][CH:34]=1. (4) Given the product [CH3:16][C:14]1[CH:13]=[N:12][C:6]2[NH:7][C:8]3[C:4]([C:5]=2[CH:15]=1)=[CH:3][C:2]([C:23]1[CH:28]=[CH:27][CH:26]=[CH:25][CH:24]=1)=[CH:10][C:9]=3[CH3:11], predict the reactants needed to synthesize it. The reactants are: Br[C:2]1[CH:3]=[C:4]2[C:8](=[C:9]([CH3:11])[CH:10]=1)[NH:7][C:6]1[N:12]=[CH:13][C:14]([CH3:16])=[CH:15][C:5]2=1.C(=O)([O-])[O-].[Na+].[Na+].[C:23]1(B(O)O)[CH:28]=[CH:27][CH:26]=[CH:25][CH:24]=1.CN(C)C(=O)C. (5) Given the product [C:12]([O:20][CH:21]([O:25][C:26]([NH:11][CH2:10][C@H:2]1[CH2:3][CH2:4][C@H:5]([C:7]([OH:9])=[O:8])[CH2:6][CH2:1]1)=[O:27])[CH2:22][CH2:23][CH3:24])(=[O:19])[C:13]1[CH:18]=[CH:17][CH:16]=[CH:15][CH:14]=1, predict the reactants needed to synthesize it. The reactants are: [CH2:1]1[CH2:6][C@H:5]([C:7]([OH:9])=[O:8])[CH2:4][CH2:3][C@H:2]1[CH2:10][NH2:11].[C:12]([O:20][CH:21]([O:25][C:26](ON1C(=O)CCC1=O)=[O:27])[CH2:22][CH2:23][CH3:24])(=[O:19])[C:13]1[CH:18]=[CH:17][CH:16]=[CH:15][CH:14]=1. (6) Given the product [C:1]12([C:11]3[CH:21]=[CH:20][C:14]([O:15][CH2:16][C:17]([NH:22][C:23]4[CH:28]=[CH:27][C:26]([N:29]5[CH2:30][CH2:31][S:32](=[O:36])(=[O:35])[CH2:33][CH2:34]5)=[CH:25][CH:24]=4)=[O:19])=[CH:13][CH:12]=3)[CH2:2][CH:3]3[CH2:4][CH:5]([CH2:6][CH:7]([CH2:9]3)[CH2:8]1)[CH2:10]2, predict the reactants needed to synthesize it. The reactants are: [C:1]12([C:11]3[CH:21]=[CH:20][C:14]([O:15][CH2:16][C:17]([OH:19])=O)=[CH:13][CH:12]=3)[CH2:10][CH:5]3[CH2:6][CH:7]([CH2:9][CH:3]([CH2:4]3)[CH2:2]1)[CH2:8]2.[NH2:22][C:23]1[CH:28]=[CH:27][C:26]([N:29]2[CH2:34][CH2:33][S:32](=[O:36])(=[O:35])[CH2:31][CH2:30]2)=[CH:25][CH:24]=1.